Dataset: Reaction yield outcomes from USPTO patents with 853,638 reactions. Task: Predict the reaction yield, written as a fraction of the theoretical maximum amount of product (1.0 means a 100% yield; for example, 0.34 means a 34% yield). (1) The reactants are [Cl:1][C:2]1[N:9]=[CH:8][CH:7]=[C:6](I)[C:3]=1[CH:4]=[O:5].[CH3:11][C:12]([C:16]1[CH:21]=[CH:20][CH:19]=[C:18](B2OCCN(C3C=CC=CC=3)CCO2)[N:17]=1)([CH3:15])[C:13]#[N:14].C1(C)C=CC=CC=1P(C1C=CC=CC=1C)C1C=CC=CC=1C.C(=O)([O-])[O-].[K+].[K+]. The catalyst is O1CCCC1.C([O-])(=O)C.[Pd+2].C([O-])(=O)C.[Cu]I. The product is [Cl:1][C:2]1[C:3]([CH:4]=[O:5])=[C:6]([C:18]2[CH:19]=[CH:20][CH:21]=[C:16]([C:12]([CH3:15])([CH3:11])[C:13]#[N:14])[N:17]=2)[CH:7]=[CH:8][N:9]=1. The yield is 0.740. (2) The reactants are [OH:1][N:2]=[C:3]([C:8]([O:10][CH3:11])=[O:9])[C:4]([O:6][CH3:7])=[O:5].[CH2:12]([CH:14]([CH2:17][CH2:18][CH2:19][CH3:20])[CH2:15]Br)[CH3:13].C(=O)([O-])[O-].[K+].[K+].O. The catalyst is CN(C=O)C. The product is [CH2:12]([CH:14]([CH2:17][CH2:18][CH2:19][CH3:20])[CH2:15][O:1][N:2]=[C:3]([C:8]([O:10][CH3:11])=[O:9])[C:4]([O:6][CH3:7])=[O:5])[CH3:13]. The yield is 0.750. (3) The reactants are [CH3:1][C:2]([O:5][C:6]([N:8]1[CH2:12][C@@H:11]([CH:13]2[CH2:18][CH2:17][N:16]([S:19]([CH3:22])(=[O:21])=[O:20])[CH2:15][CH2:14]2)[CH2:10][C@H:9]1C(OC)=O)=[O:7])([CH3:4])[CH3:3].Br[CH2:28][C:29]([C:31]1[CH:36]=[CH:35][C:34]([NH:37][C:38](=[O:41])[O:39][CH3:40])=[CH:33][CH:32]=1)=O.C(=O)([O-])[O-].[Cs+].[Cs+].C([O-])(=O)C.[NH4+:52].C[N:54]([CH3:57])C=O. The catalyst is C1(C)C(C)=CC=CC=1. The product is [CH3:40][O:39][C:38]([NH:37][C:34]1[CH:35]=[CH:36][C:31]([C:29]2[NH:54][C:57]([C@@H:9]3[CH2:10][C@H:11]([CH:13]4[CH2:18][CH2:17][N:16]([S:19]([CH3:22])(=[O:20])=[O:21])[CH2:15][CH2:14]4)[CH2:12][N:8]3[C:6]([O:5][C:2]([CH3:3])([CH3:4])[CH3:1])=[O:7])=[N:52][CH:28]=2)=[CH:32][CH:33]=1)=[O:41]. The yield is 0.710. (4) The reactants are C[Si](C)(C)[C:3]#[C:4][C:5]1[N:10]=[CH:9][C:8]([NH:11][C:12](=[O:18])[O:13][C:14]([CH3:17])([CH3:16])[CH3:15])=[CH:7][CH:6]=1.[F-].C([N+](CCCC)(CCCC)CCCC)CCC. The catalyst is C1COCC1. The product is [C:4]([C:5]1[N:10]=[CH:9][C:8]([NH:11][C:12](=[O:18])[O:13][C:14]([CH3:16])([CH3:15])[CH3:17])=[CH:7][CH:6]=1)#[CH:3]. The yield is 1.00.